Dataset: Full USPTO retrosynthesis dataset with 1.9M reactions from patents (1976-2016). Task: Predict the reactants needed to synthesize the given product. (1) The reactants are: [N+:1]([C:4]1[CH:5]=[CH:6][C:7]2[O:12][CH:11]([CH2:13][C:14]([O:16][CH3:17])=[O:15])[CH2:10][NH:9][C:8]=2[CH:18]=1)([O-:3])=[O:2].[C:19]1(=O)[CH2:24][CH2:23][C:22](=O)[CH2:21][CH2:20]1.C1(C)C=CC(S(O)(=O)=O)=CC=1. Given the product [N+:1]([C:4]1[CH:5]=[CH:6][C:7]2[O:12][CH:11]([CH2:13][C:14]([O:16][CH3:17])=[O:15])[CH2:10][N:9]([C:19]3[CH:24]=[CH:23][CH:22]=[CH:21][CH:20]=3)[C:8]=2[CH:18]=1)([O-:3])=[O:2], predict the reactants needed to synthesize it. (2) Given the product [F:18][C:19]1[C:20]([O:29][C:30]2[C:39]3[C:34](=[CH:35][CH:36]=[CH:37][CH:38]=3)[CH:33]=[CH:32][CH:31]=2)=[C:21]([N+:26]([O-:28])=[O:27])[CH:22]=[CH:23][C:24]=1[CH:4]([C:5]([O:7][C:8]([CH3:9])([CH3:10])[CH3:11])=[O:6])[C:3]([O:13][C:14]([CH3:17])([CH3:16])[CH3:15])=[O:12], predict the reactants needed to synthesize it. The reactants are: [H-].[Na+].[C:3]([O:13][C:14]([CH3:17])([CH3:16])[CH3:15])(=[O:12])[CH2:4][C:5]([O:7][C:8]([CH3:11])([CH3:10])[CH3:9])=[O:6].[F:18][C:19]1[C:24](F)=[CH:23][CH:22]=[C:21]([N+:26]([O-:28])=[O:27])[C:20]=1[O:29][C:30]1[C:39]2[C:34](=[CH:35][CH:36]=[CH:37][CH:38]=2)[CH:33]=[CH:32][CH:31]=1. (3) The reactants are: N[C:2]1[CH:3]=[CH:4][CH:5]=[C:6]2[C:11]=1[C:10](=[O:12])[NH:9][C:8](=[O:13])[C:7]2([CH3:15])[CH3:14]. Given the product [C:10]([NH:9][C:3]1[CH:2]=[C:11]2[C:6]([C:7]([CH3:15])([CH3:14])[C:8](=[O:13])[NH:9][C:10]2=[O:12])=[CH:5][CH:4]=1)(=[O:12])[CH3:11], predict the reactants needed to synthesize it. (4) Given the product [I:1][C:2]1[CH:6]=[C:5]([CH:7]2[CH2:12][CH2:11][N:10]([CH2:23][C:24]#[N:25])[CH2:9][CH2:8]2)[N:4]([CH:13]([CH3:15])[CH3:14])[N:3]=1, predict the reactants needed to synthesize it. The reactants are: [I:1][C:2]1[CH:6]=[C:5]([CH:7]2[CH2:12][CH2:11][NH:10][CH2:9][CH2:8]2)[N:4]([CH:13]([CH3:15])[CH3:14])[N:3]=1.C(=O)([O-])[O-].[Cs+].[Cs+].Br[CH2:23][C:24]#[N:25].